This data is from Peptide-MHC class I binding affinity with 185,985 pairs from IEDB/IMGT. The task is: Regression. Given a peptide amino acid sequence and an MHC pseudo amino acid sequence, predict their binding affinity value. This is MHC class I binding data. (1) The peptide sequence is PYCNYSKFW. The MHC is HLA-A23:01 with pseudo-sequence HLA-A23:01. The binding affinity (normalized) is 0.298. (2) The peptide sequence is LLTEVETYV. The MHC is HLA-A01:01 with pseudo-sequence HLA-A01:01. The binding affinity (normalized) is 0.0847. (3) The peptide sequence is YARAGSSSH. The MHC is HLA-B15:01 with pseudo-sequence HLA-B15:01. The binding affinity (normalized) is 0.597. (4) The MHC is HLA-A26:02 with pseudo-sequence HLA-A26:02. The peptide sequence is REVLNVRYM. The binding affinity (normalized) is 0.406. (5) The peptide sequence is FTKDPVALV. The MHC is Mamu-A01 with pseudo-sequence Mamu-A01. The binding affinity (normalized) is 0.853. (6) The binding affinity (normalized) is 0.0847. The peptide sequence is FKYDSTKPL. The MHC is HLA-A25:01 with pseudo-sequence HLA-A25:01. (7) The peptide sequence is SEDGLDGFDW. The MHC is HLA-B40:01 with pseudo-sequence HLA-B40:01. The binding affinity (normalized) is 0.113.